This data is from Catalyst prediction with 721,799 reactions and 888 catalyst types from USPTO. The task is: Predict which catalyst facilitates the given reaction. Reactant: Cl[CH2:2][C:3]1[O:7][N:6]=[C:5]([C:8]2[CH:9]=[C:10]3[C:14](=[C:15]([CH3:17])[CH:16]=2)[C:13](=[O:18])[N:12]([CH2:19][C:20]2[CH:25]=[CH:24][C:23]([O:26][C:27]([F:30])([F:29])[F:28])=[CH:22][CH:21]=2)[CH2:11]3)[N:4]=1.C([O-])([O-])=O.[K+].[K+].C(OC([N:44]1[CH2:49][C@@H:48]2[CH2:50][C@H:45]1[CH2:46][NH:47]2)=O)(C)(C)C. Product: [CH:45]12[CH2:50][CH:48]([NH:47][CH2:46]1)[CH2:49][N:44]2[CH2:2][C:3]1[O:7][N:6]=[C:5]([C:8]2[CH:9]=[C:10]3[C:14](=[C:15]([CH3:17])[CH:16]=2)[C:13](=[O:18])[N:12]([CH2:19][C:20]2[CH:25]=[CH:24][C:23]([O:26][C:27]([F:30])([F:29])[F:28])=[CH:22][CH:21]=2)[CH2:11]3)[N:4]=1. The catalyst class is: 144.